Dataset: NCI-60 drug combinations with 297,098 pairs across 59 cell lines. Task: Regression. Given two drug SMILES strings and cell line genomic features, predict the synergy score measuring deviation from expected non-interaction effect. (1) Drug 1: CS(=O)(=O)CCNCC1=CC=C(O1)C2=CC3=C(C=C2)N=CN=C3NC4=CC(=C(C=C4)OCC5=CC(=CC=C5)F)Cl. Drug 2: CCC1(CC2CC(C3=C(CCN(C2)C1)C4=CC=CC=C4N3)(C5=C(C=C6C(=C5)C78CCN9C7C(C=CC9)(C(C(C8N6C)(C(=O)OC)O)OC(=O)C)CC)OC)C(=O)OC)O.OS(=O)(=O)O. Cell line: SR. Synergy scores: CSS=29.6, Synergy_ZIP=0.880, Synergy_Bliss=1.34, Synergy_Loewe=-41.0, Synergy_HSA=0.0310. (2) Drug 1: CC12CCC(CC1=CCC3C2CCC4(C3CC=C4C5=CN=CC=C5)C)O. Drug 2: C1CNP(=O)(OC1)N(CCCl)CCCl. Cell line: EKVX. Synergy scores: CSS=1.49, Synergy_ZIP=1.78, Synergy_Bliss=2.72, Synergy_Loewe=-3.20, Synergy_HSA=-1.23. (3) Drug 1: CC(C)(C#N)C1=CC(=CC(=C1)CN2C=NC=N2)C(C)(C)C#N. Drug 2: CC1CCC2CC(C(=CC=CC=CC(CC(C(=O)C(C(C(=CC(C(=O)CC(OC(=O)C3CCCCN3C(=O)C(=O)C1(O2)O)C(C)CC4CCC(C(C4)OC)O)C)C)O)OC)C)C)C)OC. Cell line: LOX IMVI. Synergy scores: CSS=-8.34, Synergy_ZIP=0.281, Synergy_Bliss=-9.71, Synergy_Loewe=-9.10, Synergy_HSA=-10.8. (4) Cell line: U251. Drug 2: CC(C)CN1C=NC2=C1C3=CC=CC=C3N=C2N. Synergy scores: CSS=14.3, Synergy_ZIP=-3.61, Synergy_Bliss=-1.62, Synergy_Loewe=-2.56, Synergy_HSA=-3.37. Drug 1: CS(=O)(=O)OCCCCOS(=O)(=O)C. (5) Drug 1: CC1C(C(CC(O1)OC2CC(OC(C2O)C)OC3=CC4=CC5=C(C(=O)C(C(C5)C(C(=O)C(C(C)O)O)OC)OC6CC(C(C(O6)C)O)OC7CC(C(C(O7)C)O)OC8CC(C(C(O8)C)O)(C)O)C(=C4C(=C3C)O)O)O)O. Drug 2: CC12CCC3C(C1CCC2O)C(CC4=C3C=CC(=C4)O)CCCCCCCCCS(=O)CCCC(C(F)(F)F)(F)F. Cell line: HCC-2998. Synergy scores: CSS=60.7, Synergy_ZIP=-1.85, Synergy_Bliss=-2.80, Synergy_Loewe=-26.8, Synergy_HSA=-0.935. (6) Drug 1: CC1C(C(CC(O1)OC2CC(CC3=C2C(=C4C(=C3O)C(=O)C5=C(C4=O)C(=CC=C5)OC)O)(C(=O)CO)O)N)O.Cl. Drug 2: CC(C)(C#N)C1=CC(=CC(=C1)CN2C=NC=N2)C(C)(C)C#N. Cell line: NCI/ADR-RES. Synergy scores: CSS=-1.59, Synergy_ZIP=-2.05, Synergy_Bliss=-6.35, Synergy_Loewe=-3.22, Synergy_HSA=-4.67.